Task: Predict the reaction yield, written as a fraction of the theoretical maximum amount of product (1.0 means a 100% yield; for example, 0.34 means a 34% yield).. Dataset: Reaction yield outcomes from USPTO patents with 853,638 reactions The reactants are F[C:2]1[C:10]([F:11])=[C:9](F)[C:8]([N+:13]([O-:15])=[O:14])=[CH:7][C:3]=1[C:4](O)=O.[OH-:16].[NH4+:17].[OH2:18].C(O)(=O)C.C[N:24]1CCCC1=O. No catalyst specified. The product is [NH2:17][C:2]1[C:10]([F:11])=[C:9]([NH2:24])[C:8]([N+:13]([O-:15])=[O:14])=[CH:7][C:3]=1[C:4]([OH:18])=[O:16]. The yield is 0.860.